This data is from Reaction yield outcomes from USPTO patents with 853,638 reactions. The task is: Predict the reaction yield, written as a fraction of the theoretical maximum amount of product (1.0 means a 100% yield; for example, 0.34 means a 34% yield). The reactants are [Br:1][C:2]1[CH:13]=[C:6]2[C:7]([O:9][C:10](=[O:12])[NH:11][C:5]2=[CH:4][C:3]=1[Cl:14])=[O:8].[N+:15]([O-])([O-:17])=[O:16].[K+]. The catalyst is OS(O)(=O)=O. The product is [Br:1][C:2]1[CH:13]=[C:6]2[C:7]([O:9][C:10](=[O:12])[NH:11][C:5]2=[C:4]([N+:15]([O-:17])=[O:16])[C:3]=1[Cl:14])=[O:8]. The yield is 0.500.